This data is from Forward reaction prediction with 1.9M reactions from USPTO patents (1976-2016). The task is: Predict the product of the given reaction. (1) Given the reactants [ClH:1].Cl.NCCCC1N=C(N)NC=1.C(OC([N:20]1[CH:24]=[C:23]([CH2:25][CH2:26][CH2:27][C:28](=O)[NH:29]C2CCCC2)[N:22]=[C:21]1[NH2:36])=O)(C)(C)C, predict the reaction product. The product is: [ClH:1].[ClH:1].[NH2:29][CH2:28][CH2:27][CH2:26][CH2:25][C:23]1[N:22]=[C:21]([NH2:36])[NH:20][CH:24]=1. (2) Given the reactants Cl.[NH2:2][C@H:3]([CH2:8][CH3:9])[CH2:4][C:5]([OH:7])=[O:6].Br[C:11]1[CH:16]=[CH:15][C:14]([C:17]([F:20])([F:19])[F:18])=[CH:13][CH:12]=1.C(=O)([O-])[O-].[K+].[K+].Cl, predict the reaction product. The product is: [F:18][C:17]([F:20])([F:19])[C:14]1[CH:15]=[CH:16][C:11]([NH:2][C@H:3]([CH2:8][CH3:9])[CH2:4][C:5]([OH:7])=[O:6])=[CH:12][CH:13]=1. (3) Given the reactants [C:1]([O:5][C:6]([N:8]1[C@H:13]2[CH2:14][CH2:15][C@:10]([CH2:16][CH2:17][O:18]CC3C=CC=CC=3)([CH:11]=[CH:12]2)[O:9]1)=[O:7])([CH3:4])([CH3:3])[CH3:2], predict the reaction product. The product is: [C:1]([O:5][C:6]([N:8]1[CH:13]2[CH2:12][CH2:11][C:10]([CH2:16][CH2:17][OH:18])([CH2:15][CH2:14]2)[O:9]1)=[O:7])([CH3:4])([CH3:3])[CH3:2]. (4) Given the reactants [F:1][C:2]1[CH:7]=[CH:6][C:5]([S:8]([NH:11][CH2:12][C:13]2[CH:22]=[CH:21][C:16]([C:17]([O:19][CH3:20])=[O:18])=[CH:15][CH:14]=2)(=[O:10])=[O:9])=[CH:4][CH:3]=1.[F:23][C:24]1[CH:32]=[CH:31][C:27]([C@H:28](O)[CH3:29])=[CH:26][CH:25]=1, predict the reaction product. The product is: [F:1][C:2]1[CH:7]=[CH:6][C:5]([S:8]([N:11]([CH2:12][C:13]2[CH:14]=[CH:15][C:16]([C:17]([O:19][CH3:20])=[O:18])=[CH:21][CH:22]=2)[C@H:28]([C:27]2[CH:31]=[CH:32][C:24]([F:23])=[CH:25][CH:26]=2)[CH3:29])(=[O:10])=[O:9])=[CH:4][CH:3]=1. (5) Given the reactants [N+:1]([C:4]1[CH:9]=[CH:8][C:7]([C:10]2[N:15]=[C:14]3[N:16]([CH2:19][C:20]([F:23])([F:22])[F:21])[N:17]=[CH:18][C:13]3=[C:12]([N:24]3[CH:29]4[CH2:30][O:31][CH2:32][CH:25]3[CH2:26][O:27][CH2:28]4)[N:11]=2)=[CH:6][CH:5]=1)([O-])=O.C12OC(CC1)CN(C1N=C(C3C=CC(N)=CC=3)N=C3N(CC(F)(F)F)N=CC=13)C2.Cl.C12OC(CC1)CNC2, predict the reaction product. The product is: [CH:25]12[N:24]([C:12]3[N:11]=[C:10]([C:7]4[CH:6]=[CH:5][C:4]([NH2:1])=[CH:9][CH:8]=4)[N:15]=[C:14]4[N:16]([CH2:19][C:20]([F:21])([F:23])[F:22])[N:17]=[CH:18][C:13]=34)[CH:29]([CH2:28][O:27][CH2:26]1)[CH2:30][O:31][CH2:32]2.